From a dataset of Full USPTO retrosynthesis dataset with 1.9M reactions from patents (1976-2016). Predict the reactants needed to synthesize the given product. (1) Given the product [Br:1][C:2]1[CH:3]=[CH:4][C:5]2=[C:6]([CH:23]=1)[N:7]=[C:8]([NH:15][C:16](=[O:17])[O:18][C:19]([CH3:20])([CH3:22])[CH3:21])[CH2:9][C:10]([C:12](=[O:14])[N:35]([CH2:34][CH2:33][CH2:32][O:31][Si:24]([C:27]([CH3:28])([CH3:30])[CH3:29])([CH3:26])[CH3:25])[CH2:36][CH2:37][CH3:38])=[CH:11]2, predict the reactants needed to synthesize it. The reactants are: [Br:1][C:2]1[CH:3]=[CH:4][C:5]2=[C:6]([CH:23]=1)[N:7]=[C:8]([NH:15][C:16]([O:18][C:19]([CH3:22])([CH3:21])[CH3:20])=[O:17])[CH2:9][C:10]([C:12]([OH:14])=O)=[CH:11]2.[Si:24]([O:31][CH2:32][CH2:33][CH2:34][NH:35][CH2:36][CH2:37][CH3:38])([C:27]([CH3:30])([CH3:29])[CH3:28])([CH3:26])[CH3:25]. (2) The reactants are: FC(F)(F)S(O[C:7]1[CH:12]=[CH:11][C:10]([C:13]2[CH:18]=[C:17]([O:19][CH3:20])[CH:16]=[CH:15][C:14]=2[F:21])=[C:9]([CH2:22][C:23]([CH3:26])([CH3:25])[CH3:24])[CH:8]=1)(=O)=O.[C:29](=[NH:42])([C:36]1[CH:41]=[CH:40][CH:39]=[CH:38][CH:37]=1)[C:30]1[CH:35]=[CH:34][CH:33]=[CH:32][CH:31]=1.C1(P(C2C=CC=CC=2)C2C3OC4C(=CC=CC=4P(C4C=CC=CC=4)C4C=CC=CC=4)C(C)(C)C=3C=CC=2)C=CC=CC=1.C(=O)([O-])[O-].[Cs+].[Cs+]. Given the product [C:36]1([C:29]([C:30]2[CH:31]=[CH:32][CH:33]=[CH:34][CH:35]=2)=[N:42][C:7]2[CH:12]=[CH:11][C:10]([C:13]3[CH:18]=[C:17]([O:19][CH3:20])[CH:16]=[CH:15][C:14]=3[F:21])=[C:9]([CH2:22][C:23]([CH3:26])([CH3:25])[CH3:24])[CH:8]=2)[CH:37]=[CH:38][CH:39]=[CH:40][CH:41]=1, predict the reactants needed to synthesize it. (3) Given the product [C:1]([O:5][C:6]([N:8]1[CH2:13][C@H:12]([CH2:14][O:15][CH3:16])[N:11]([CH2:17][C:18]([N:20]2[C:28]3[CH:27]=[C:26]([CH:29]4[CH2:30][CH2:31][CH2:32][CH2:33]4)[N:25]=[CH:24][C:23]=3[C:22]([CH3:35])([CH3:34])[CH2:21]2)=[O:19])[CH2:10][C@H:9]1[CH3:36])=[O:7])([CH3:4])([CH3:2])[CH3:3], predict the reactants needed to synthesize it. The reactants are: [C:1]([O:5][C:6]([N:8]1[CH2:13][C@H:12]([CH2:14][O:15][CH3:16])[N:11]([CH2:17][C:18]([N:20]2[C:28]3[CH:27]=[C:26]([C:29]4[CH2:33][CH2:32][CH2:31][CH:30]=4)[N:25]=[CH:24][C:23]=3[C:22]([CH3:35])([CH3:34])[CH2:21]2)=[O:19])[CH2:10][C@H:9]1[CH3:36])=[O:7])([CH3:4])([CH3:3])[CH3:2]. (4) The reactants are: [CH2:1]([CH:3]1[CH2:12][C:11]2[C:6](=[CH:7][CH:8]=[C:9]([O:13][CH3:14])[CH:10]=2)[C:5](=[O:15])[CH:4]1[C:16]1[CH:21]=[CH:20][CH:19]=[CH:18][CH:17]=1)[CH3:2].ClC1C(=O)C(C#N)=[C:26](C#N)[C:27](=[O:30])C=1Cl. Given the product [C:27]([O:15][C:5]1[C:6]2[C:11](=[CH:10][C:9]([O:13][CH3:14])=[CH:8][CH:7]=2)[CH:12]=[C:3]([CH2:1][CH3:2])[C:4]=1[C:16]1[CH:17]=[CH:18][CH:19]=[CH:20][CH:21]=1)(=[O:30])[CH3:26], predict the reactants needed to synthesize it. (5) The reactants are: C(C1C=CC(B(O)O)=CC=1C)=O.CNC.[CH3:16][C:17]1[CH:18]=[C:19]([C:30]2[CH:35]=[CH:34][N:33]=[C:32]3[NH:36][CH:37]=[C:38]([C:39]#[N:40])[C:31]=23)[CH:20]=[CH:21][C:22]=1[CH2:23][N:24]1[CH2:29]COC[CH2:25]1. Given the product [CH3:29][N:24]([CH2:23][C:22]1[CH:21]=[CH:20][C:19]([C:30]2[CH:35]=[CH:34][N:33]=[C:32]3[NH:36][CH:37]=[C:38]([C:39]#[N:40])[C:31]=23)=[CH:18][C:17]=1[CH3:16])[CH3:25], predict the reactants needed to synthesize it. (6) Given the product [CH2:1]([N:8]1[CH2:13][CH2:12][N:11]([C:21]2[CH:26]=[CH:25][C:24]([N+:27]([O-:29])=[O:28])=[CH:23][CH:22]=2)[CH2:10][CH2:9]1)[C:2]1[CH:3]=[CH:4][CH:5]=[CH:6][CH:7]=1, predict the reactants needed to synthesize it. The reactants are: [CH2:1]([N:8]1[CH2:13][CH2:12][NH:11][CH2:10][CH2:9]1)[C:2]1[CH:7]=[CH:6][CH:5]=[CH:4][CH:3]=1.C(=O)([O-])[O-].[K+].[K+].Cl[C:21]1[CH:26]=[CH:25][C:24]([N+:27]([O-:29])=[O:28])=[CH:23][CH:22]=1.O. (7) The reactants are: [CH2:1]([O:8][C:9]1[C:14]([CH:15]=[O:16])=[CH:13][CH:12]=[C:11](Cl)[C:10]=1[C:18]1[CH:23]=[CH:22][CH:21]=[CH:20][C:19]=1[CH3:24])[C:2]1[CH:7]=[CH:6][CH:5]=[CH:4][CH:3]=1.[F:25]C1C(C2C=CC=CC=2C)=C(O)C(C=O)=CC=1. Given the product [CH2:1]([O:8][C:9]1[C:14]([CH:15]=[O:16])=[CH:13][CH:12]=[C:11]([F:25])[C:10]=1[C:18]1[CH:23]=[CH:22][CH:21]=[CH:20][C:19]=1[CH3:24])[C:2]1[CH:7]=[CH:6][CH:5]=[CH:4][CH:3]=1, predict the reactants needed to synthesize it. (8) Given the product [CH:19]([N:15]1[C:16](=[O:18])[O:17][C:13]([C:4]2[C:3]([CH3:22])=[C:2]([NH:1][C:32](=[O:33])[O:31][C:25]3[CH:30]=[CH:29][CH:28]=[CH:27][CH:26]=3)[N:6]([C:7]3[CH:8]=[CH:9][CH:10]=[CH:11][CH:12]=3)[N:5]=2)=[N:14]1)([CH3:20])[CH3:21], predict the reactants needed to synthesize it. The reactants are: [NH2:1][C:2]1[N:6]([C:7]2[CH:12]=[CH:11][CH:10]=[CH:9][CH:8]=2)[N:5]=[C:4]([C:13]2[O:17][C:16](=[O:18])[N:15]([CH:19]([CH3:21])[CH3:20])[N:14]=2)[C:3]=1[CH3:22].[OH-].[Na+].[C:25]1([O:31][C:32](Cl)=[O:33])[CH:30]=[CH:29][CH:28]=[CH:27][CH:26]=1. (9) Given the product [C:11]([C:9]1[CH:10]=[C:5]([C:1]([CH3:4])([CH3:3])[CH3:2])[CH:6]=[C:7]([OH:15])[C:8]=1[CH:23]([NH:22][C:20](=[O:19])[CH3:21])[CH3:24])([CH3:14])([CH3:13])[CH3:12], predict the reactants needed to synthesize it. The reactants are: [C:1]([C:5]1[CH:6]=[C:7]([OH:15])[CH:8]=[C:9]([C:11]([CH3:14])([CH3:13])[CH3:12])[CH:10]=1)([CH3:4])([CH3:3])[CH3:2].C([O:19][CH:20]([NH:22][C:23](=O)[CH3:24])[CH3:21])(C)C. (10) Given the product [NH:11]1[C:15]2[CH:16]=[CH:17][CH:18]=[CH:19][C:14]=2[N:13]=[C:12]1[C@H:8]([NH:9][C:10]([NH:34][CH:32]([C:29]1[CH:28]=[CH:27][C:26]([O:25][CH:24]([F:23])[F:35])=[CH:31][CH:30]=1)[CH3:33])=[O:20])[CH2:7][C:6]1[CH:5]=[CH:4][C:3]([O:2][CH3:1])=[CH:22][CH:21]=1, predict the reactants needed to synthesize it. The reactants are: [CH3:1][O:2][C:3]1[CH:22]=[CH:21][C:6]([CH2:7][C@@H:8]2[C:12]3=[N:13][C:14]4[CH:19]=[CH:18][CH:17]=[CH:16][C:15]=4[N:11]3[C:10](=[O:20])[NH:9]2)=[CH:5][CH:4]=1.[F:23][CH:24]([F:35])[O:25][C:26]1[CH:31]=[CH:30][C:29]([CH:32]([NH2:34])[CH3:33])=[CH:28][CH:27]=1.C(O)(C(F)(F)F)=O.